This data is from hERG potassium channel inhibition data for cardiac toxicity prediction from Karim et al.. The task is: Regression/Classification. Given a drug SMILES string, predict its toxicity properties. Task type varies by dataset: regression for continuous values (e.g., LD50, hERG inhibition percentage) or binary classification for toxic/non-toxic outcomes (e.g., AMES mutagenicity, cardiotoxicity, hepatotoxicity). Dataset: herg_karim. The drug is CN(C(=O)Cc1ccc(-n2cnnn2)cc1)C1CCN(Cc2ccc(C(F)(F)F)cc2)CC1. The result is 1 (blocker).